Dataset: Catalyst prediction with 721,799 reactions and 888 catalyst types from USPTO. Task: Predict which catalyst facilitates the given reaction. (1) Reactant: [CH3:1][O:2][C:3]1[C:8]([CH2:9][C:10]([CH3:13])([CH3:12])[CH3:11])=[CH:7][CH:6]=[CH:5][N:4]=1.[Br:14]N1C(=O)CCC1=O.O. Product: [Br:14][C:6]1[CH:7]=[C:8]([CH2:9][C:10]([CH3:13])([CH3:12])[CH3:11])[C:3]([O:2][CH3:1])=[N:4][CH:5]=1. The catalyst class is: 1. (2) Product: [CH3:1][N:2]1[C:7](=[O:8])[CH:6]=[C:5]([NH:9][C:10]2[CH:19]=[CH:18][C:17]3[C:12](=[CH:13][CH:14]=[CH:15][CH:16]=3)[CH:11]=2)[C:4]([C:20]([O:22][C:28]2[C:29]([F:38])=[C:30]([F:37])[C:31]([F:36])=[C:32]([F:35])[C:33]=2[F:34])=[O:21])=[CH:3]1. The catalyst class is: 1. Reactant: [CH3:1][N:2]1[C:7](=[O:8])[CH:6]=[C:5]([NH:9][C:10]2[CH:19]=[CH:18][C:17]3[C:12](=[CH:13][CH:14]=[CH:15][CH:16]=3)[CH:11]=2)[C:4]([C:20]([OH:22])=[O:21])=[CH:3]1.FC(F)(F)C(O[C:28]1[C:33]([F:34])=[C:32]([F:35])[C:31]([F:36])=[C:30]([F:37])[C:29]=1[F:38])=O.N1C=CC=CC=1. (3) Reactant: [NH2:1][C:2]1[C:11]2[N:12]=[C:13]([CH2:20][O:21][CH2:22][CH3:23])[N:14]([CH2:15][C:16]([CH3:19])([OH:18])[CH3:17])[C:10]=2[C:9]2[N:8]=[CH:7][C:6](Br)=[CH:5][C:4]=2[N:3]=1.[Si:25]([O:32][CH2:33][C:34]1[CH:35]=[C:36](B(O)O)[CH:37]=[N:38][CH:39]=1)([C:28]([CH3:31])([CH3:30])[CH3:29])([CH3:27])[CH3:26].C(=O)([O-])[O-].[K+].[K+].COCCOC. Product: [NH2:1][C:2]1[C:11]2[N:12]=[C:13]([CH2:20][O:21][CH2:22][CH3:23])[N:14]([CH2:15][C:16]([CH3:19])([OH:18])[CH3:17])[C:10]=2[C:9]2[N:8]=[CH:7][C:6]([C:36]3[CH:37]=[N:38][CH:39]=[C:34]([CH2:33][O:32][Si:25]([C:28]([CH3:31])([CH3:30])[CH3:29])([CH3:26])[CH3:27])[CH:35]=3)=[CH:5][C:4]=2[N:3]=1. The catalyst class is: 189. (4) Reactant: Cl.[Cl:2][C:3]1[CH:11]=[CH:10][C:6]([C:7]([OH:9])=O)=[CH:5][C:4]=1[O:12][C:13]1[CH:18]=[CH:17][N:16]=[C:15]([NH:19][C:20]2[S:21][CH:22]=[C:23]([CH3:25])[N:24]=2)[CH:14]=1.C(N(CC)CC)C.C(Cl)(=O)OCC.[NH2:39][CH2:40][CH2:41][CH2:42][N:43]1[CH2:48][CH2:47][O:46][CH2:45][CH2:44]1. Product: [ClH:2].[Cl:2][C:3]1[CH:11]=[CH:10][C:6]([C:7]([NH:39][CH2:40][CH2:41][CH2:42][N:43]2[CH2:48][CH2:47][O:46][CH2:45][CH2:44]2)=[O:9])=[CH:5][C:4]=1[O:12][C:13]1[CH:18]=[CH:17][N:16]=[C:15]([NH:19][C:20]2[S:21][CH:22]=[C:23]([CH3:25])[N:24]=2)[CH:14]=1. The catalyst class is: 3. (5) Reactant: [F:1][C:2]([F:21])([F:20])[C:3]1[CH:4]=[C:5]([CH:8]=[CH:9][C:10]=1[O:11][CH2:12][O:13][CH2:14][CH2:15][Si:16]([CH3:19])([CH3:18])[CH3:17])[CH2:6]O.[Cl:22]C(N(C)C)=C(C)C. Product: [F:1][C:2]([F:21])([F:20])[C:3]1[CH:4]=[C:5]([CH:8]=[CH:9][C:10]=1[O:11][CH2:12][O:13][CH2:14][CH2:15][Si:16]([CH3:19])([CH3:18])[CH3:17])[CH2:6][Cl:22]. The catalyst class is: 2.